Dataset: Full USPTO retrosynthesis dataset with 1.9M reactions from patents (1976-2016). Task: Predict the reactants needed to synthesize the given product. (1) Given the product [F:13][C:14]1[CH:19]=[C:18]([O:20][CH3:21])[CH:17]=[C:16]([F:22])[C:15]=1[C:2]1[N:7]=[C:6]([C:8]([O:10][CH3:11])=[O:9])[CH:5]=[CH:4][C:3]=1[F:12], predict the reactants needed to synthesize it. The reactants are: Br[C:2]1[N:7]=[C:6]([C:8]([O:10][CH3:11])=[O:9])[CH:5]=[CH:4][C:3]=1[F:12].[F:13][C:14]1[CH:19]=[C:18]([O:20][CH3:21])[CH:17]=[C:16]([F:22])[C:15]=1B(O)O.[F-].[K+].P(C(C)(C)C)(C(C)(C)C)C(C)(C)C.C1(C)C=CC=CC=1. (2) The reactants are: [OH-].[Na+].CO.[CH:5]1([C:8]2[CH:13]=[C:12]([CH2:14][N:15]3[CH2:20][CH2:19][CH:18]([N:21]4[CH2:30][CH2:29][C:28]5[N:27]=[C:26]([CH2:31][CH2:32][CH3:33])[C:25]([C:34]([O:36]C)=[O:35])=[CH:24][C:23]=5[C:22]4=[O:38])[CH2:17][CH2:16]3)[CH:11]=[C:10]([O:39][CH2:40][CH3:41])[C:9]=2[C:42]2[CH:47]=[CH:46][C:45]([F:48])=[CH:44][CH:43]=2)[CH2:7][CH2:6]1.Cl. Given the product [CH:5]1([C:8]2[CH:13]=[C:12]([CH2:14][N:15]3[CH2:20][CH2:19][CH:18]([N:21]4[CH2:30][CH2:29][C:28]5[N:27]=[C:26]([CH2:31][CH2:32][CH3:33])[C:25]([C:34]([OH:36])=[O:35])=[CH:24][C:23]=5[C:22]4=[O:38])[CH2:17][CH2:16]3)[CH:11]=[C:10]([O:39][CH2:40][CH3:41])[C:9]=2[C:42]2[CH:43]=[CH:44][C:45]([F:48])=[CH:46][CH:47]=2)[CH2:6][CH2:7]1, predict the reactants needed to synthesize it.